The task is: Predict the product of the given reaction.. This data is from Forward reaction prediction with 1.9M reactions from USPTO patents (1976-2016). (1) Given the reactants [CH2:1]([N:8]1[CH2:13][CH2:12][CH:11]([NH:14][CH2:15][CH2:16][C:17]2[CH:22]=[CH:21][CH:20]=[C:19]([F:23])[C:18]=2[N+:24]([O-])=O)[CH2:10][CH2:9]1)[C:2]1[CH:7]=[CH:6][CH:5]=[CH:4][CH:3]=1, predict the reaction product. The product is: [NH2:24][C:18]1[C:19]([F:23])=[CH:20][CH:21]=[CH:22][C:17]=1[CH2:16][CH2:15][NH:14][CH:11]1[CH2:12][CH2:13][N:8]([CH2:1][C:2]2[CH:3]=[CH:4][CH:5]=[CH:6][CH:7]=2)[CH2:9][CH2:10]1. (2) Given the reactants [CH:1]1([S:4][C:5]2[CH:10]=[CH:9][C:8](/[C:11](/[C:28]3[CH:33]=[CH:32][C:31](I)=[CH:30][CH:29]=3)=[CH:12]/[CH2:13][O:14][C:15]3[CH:26]=[CH:25][C:18]([O:19][CH2:20][C:21]([O:23][CH3:24])=[O:22])=[C:17]([CH3:27])[CH:16]=3)=[CH:7][CH:6]=2)[CH2:3][CH2:2]1.[CH3:35][N:36]([CH2:38][C:39]#[CH:40])[CH3:37].C(NC(C)C)(C)C, predict the reaction product. The product is: [CH:1]1([S:4][C:5]2[CH:10]=[CH:9][C:8](/[C:11](/[C:28]3[CH:33]=[CH:32][C:31]([C:40]#[C:39][CH2:38][N:36]([CH3:37])[CH3:35])=[CH:30][CH:29]=3)=[CH:12]/[CH2:13][O:14][C:15]3[CH:26]=[CH:25][C:18]([O:19][CH2:20][C:21]([O:23][CH3:24])=[O:22])=[C:17]([CH3:27])[CH:16]=3)=[CH:7][CH:6]=2)[CH2:3][CH2:2]1. (3) Given the reactants [ClH:1].[NH2:2][C:3]1[S:4][CH2:5][C@@H:6]2[CH2:11][O:10][CH2:9][C@:7]2([C:12]2[CH:13]=[C:14]([NH:19][C:20](=[O:28])[C:21]3[CH:26]=[CH:25][C:24]([F:27])=[CH:23][N:22]=3)[CH:15]=[C:16]([F:18])[CH:17]=2)[N:8]=1, predict the reaction product. The product is: [ClH:1].[ClH:1].[NH2:2][C:3]1[S:4][CH2:5][C@@H:6]2[CH2:11][O:10][CH2:9][C@:7]2([C:12]2[CH:13]=[C:14]([NH:19][C:20](=[O:28])[C:21]3[CH:26]=[CH:25][C:24]([F:27])=[CH:23][N:22]=3)[CH:15]=[C:16]([F:18])[CH:17]=2)[N:8]=1. (4) Given the reactants C(NC(C)C)(C)C.[Li]CCCC.[Br:13][C:14]1[CH:19]=[CH:18][C:17]([F:20])=[CH:16][CH:15]=1.[F:21][C:22]([F:29])([F:28])[C:23](OCC)=[O:24].CC(C)=O.C(=O)=O, predict the reaction product. The product is: [Br:13][C:14]1[CH:19]=[CH:18][C:17]([F:20])=[C:16]([C:23](=[O:24])[C:22]([F:29])([F:28])[F:21])[CH:15]=1. (5) Given the reactants [Cl:1][C:2]1[C:3]([CH2:12][OH:13])=[N:4][N:5]2[CH2:10][CH2:9][NH:8][C:7](=[O:11])[C:6]=12.F[C:15]1[CH:20]=[CH:19][C:18](N2CCN3N=C(CO[C:15]4[CH:20]=[CH:19][C:18](C)=[CH:17][CH:16]=4)C=C3C2=O)=[CH:17][CH:16]=1, predict the reaction product. The product is: [Cl:1][C:2]1[C:3]([CH2:12][O:13][C:15]2[CH:20]=[CH:19][CH:18]=[CH:17][CH:16]=2)=[N:4][N:5]2[CH2:10][CH2:9][NH:8][C:7](=[O:11])[C:6]=12. (6) Given the reactants ClC1C=C(C=CC=1)C(OO)=O.[C:12]([O:16][C:17](=[O:29])[NH:18][CH2:19][C:20]1[CH:28]=[CH:27][C:23]2S[CH:25]=[CH:26][C:22]=2[CH:21]=1)([CH3:15])([CH3:14])[CH3:13].[S:30]([O-:34])([O-])(=[O:32])=S.[Na+].[Na+], predict the reaction product. The product is: [C:12]([O:16][C:17](=[O:29])[NH:18][CH2:19][C:20]1[CH:28]=[CH:27][C:23]2[S:30](=[O:34])(=[O:32])[CH:25]=[CH:26][C:22]=2[CH:21]=1)([CH3:15])([CH3:13])[CH3:14]. (7) The product is: [NH:8]1[C:16]2[C:11](=[CH:12][CH:13]=[CH:14][CH:15]=2)[CH:10]([CH2:17][NH:18][C:19]([C:21]2[S:22][C:23]([Cl:26])=[CH:24][CH:25]=2)=[O:20])[CH2:9]1. Given the reactants C(OC([N:8]1[C:16]2[C:11](=[CH:12][CH:13]=[CH:14][CH:15]=2)[CH:10]([CH2:17][NH:18][C:19]([C:21]2[S:22][C:23]([Cl:26])=[CH:24][CH:25]=2)=[O:20])[CH2:9]1)=O)(C)(C)C.Cl.O1CCOCC1, predict the reaction product.